From a dataset of Experimentally validated miRNA-target interactions with 360,000+ pairs, plus equal number of negative samples. Binary Classification. Given a miRNA mature sequence and a target amino acid sequence, predict their likelihood of interaction. (1) The miRNA is hsa-miR-4655-5p with sequence CACCGGGGAUGGCAGAGGGUCG. The protein sequence of the target gene is MDNLTKVREYLKSYSRLDQAVGEIDEIEAQRAEKSNYELFQEDGVEEHTKPSYFQAADDSDTESEPEIEDNQGLYAQDPEAEQVEGFIQGPLDDYADEEVDVVFTSDWKPPELESDEHGKTLRLTSPEGLSGEQKSQWLSTIKAVVQSAKYWNLAECTFEASGEGVIMKERQITPDVYKVTPVMNTHPSQSEAVSDVWSLSKTSMTFQPKKASLQPLTISLDELFSSRGEFISVGGDGRMSHKEAILLGLRYKKLYNQARVKYSL. Result: 0 (no interaction). (2) The miRNA is hsa-miR-1298-5p with sequence UUCAUUCGGCUGUCCAGAUGUA. The protein sequence of the target gene is MSKPAGSTSRILDIPCKVCGDRSSGKHYGVYACDGCSGFFKRSIRRNRTYVCKSGNQGGCPVDKTHRNQCRACRLKKCLEVNMNKDAVQHERGPRTSTIRKQVALYFRGHKEENGAAAHFPSAALPAPAFFTAVTQLEPHGLELAAVSTTPERQTLVSLAQPTPKYPHEVNGTPMYLYEVATESVCESAARLLFMSIKWAKSVPAFSTLSLQDQLMLLEDAWRELFVLGIAQWAIPVDANTLLAVSGMNGDNTDSQKLNKIISEIQALQEVVARFRQLRLDATEFACLKCIVTFKAVPTH.... Result: 1 (interaction). (3) The miRNA is hsa-miR-218-5p with sequence UUGUGCUUGAUCUAACCAUGU. The protein sequence of the target gene is MNNSLENTISFEEYIRVKARSVPQHRMKEFLDSLASKGPEALQEFQQTATTTMVYQQGGNCIYTDSTEVAGSLLELACPVTTSVQPQTQQEQQIQVQQPQQVQVQVQVQQSPQQVSAQLSPQLTVHQPTEQPIQVQVQIQGQAPQSAAPSIQTPSLQSPSPSQLQAAQIQVQHVQAAQQIQAAEIPEEHIPHQQIQAQLVAGQSLAGGQQIQIQTVGALSPPPSQQGSPREGERRVGTASVLQPVKKRKVDMPITVSYAISGQPVATVLAIPQGQQQSYVSLRPDLLTVDSAHLYSATGT.... Result: 1 (interaction). (4) The miRNA is hsa-miR-92a-3p with sequence UAUUGCACUUGUCCCGGCCUGU. The protein sequence of the target gene is MAEVEQKKKRTFRKFTYRGVDLDQLLDMSYEQLMQLYSARQRRRLNRGLRRKQHSLLKRLRKAKKEAPPMEKPEVVKTHLRDMIILPEMVGSMVGVYNGKTFNQVEIKPEMIGHYLGEFSITYKPVKHGRPGIGATHSSRFIPLK. Result: 1 (interaction). (5) The miRNA is hsa-miR-608 with sequence AGGGGUGGUGUUGGGACAGCUCCGU. The protein sequence of the target gene is MQAMEGEVLLPALYEEEEEEEEEEEEVEEEEEQVQKGGSVGSLSVNKHRGLSLTETELEELRAQVLQLVAELEETRELAGQHEDDSLELQGLLEDERLASAQQAEVFTKQIQQLQGELRSLREEISLLEHEKESELKEIEQELHLAQAEIQSLRQAAEDSATEHESDIASLQEDLCRMQNELEDMERIRGDYEMEIASLRAEMEMKSSEPSGSLGLSDYSGLQEELQELRERYHFLNEEYRALQESNSSLTGQLADLESERTQRATERWLQSQTLSMTSAESQTSEMDFLEPDPEMQLLR.... Result: 0 (no interaction). (6) The miRNA is hsa-miR-1224-5p with sequence GUGAGGACUCGGGAGGUGG. The protein sequence of the target gene is MTKDKNSPGLKKKSQSVDINAPGFNPLAGAGKQTPQASKPPAPKTPIIEEEQNNAANTQKHPSRRSELKRFYTIDTGQKKTLDKKDGRRMSFQKPKGTIEYTVESRDSLNSIALKFDTTPNELVQLNKLFSRAVVTGQVLYVPDPEYVSSVESSPSLSPVSPLSPTSSEAEFDKTTNPDVHPTEATPSSTFTGIRPARVVSSTSEEEEAFTEKFLKINCKYITSGKGTVSGVLLVTPNNIMFDPHKNDPLVQENGCEEYGIMCPMEEVMSAAMYKEILDSKIKESLPIDIDQLSGRDFCH.... Result: 1 (interaction). (7) The miRNA is hsa-miR-5692a with sequence CAAAUAAUACCACAGUGGGUGU. The protein sequence of the target gene is MWWFGGNPSPSDYPNAAIPNFNMHAFVIFSVFLIPLIAYILILPGVRRKRVVTTVTYVLMLAVGGALIASLIYPCWASGSQMIYTQFRGHSNERILAKIGVEIGLQKVNVTLKFERLLSSNDVLPGSDMTELYYNEGFDISGISSMAEALHHGLENGLPYPMLSVLEYFSLNQDSFDWGRHYRVAGHYTHAAIWFAFACWCLSVVLMLFLPHNAYKSILATGISCLIACLVYLLLSPCELRIAFTGENFERVDLTATFSFCFYLIFAIGILCVLCGLGLGICEHWRIYTLSTFLDASLDE.... Result: 0 (no interaction).